Dataset: TCR-epitope binding with 47,182 pairs between 192 epitopes and 23,139 TCRs. Task: Binary Classification. Given a T-cell receptor sequence (or CDR3 region) and an epitope sequence, predict whether binding occurs between them. The epitope is RISNCVADY. The TCR CDR3 sequence is CASSYFVDLTGELFF. Result: 0 (the TCR does not bind to the epitope).